Dataset: Peptide-MHC class I binding affinity with 185,985 pairs from IEDB/IMGT. Task: Regression. Given a peptide amino acid sequence and an MHC pseudo amino acid sequence, predict their binding affinity value. This is MHC class I binding data. (1) The peptide sequence is CTWPEASRY. The MHC is HLA-A24:03 with pseudo-sequence HLA-A24:03. The binding affinity (normalized) is 0.0847. (2) The peptide sequence is YQRALHTSI. The MHC is HLA-B83:01 with pseudo-sequence HLA-B83:01. The binding affinity (normalized) is 0.213. (3) The peptide sequence is LTHSINALI. The MHC is HLA-A24:02 with pseudo-sequence HLA-A24:02. The binding affinity (normalized) is 0.185. (4) The peptide sequence is QEKNMYELQ. The MHC is Mamu-B03 with pseudo-sequence Mamu-B03. The binding affinity (normalized) is 0.0569. (5) The peptide sequence is QLIPCMDVVL. The MHC is HLA-B27:05 with pseudo-sequence HLA-B27:05. The binding affinity (normalized) is 0. (6) The peptide sequence is VCFWSTLFYV. The MHC is HLA-A02:01 with pseudo-sequence HLA-A02:01. The binding affinity (normalized) is 0.371. (7) The peptide sequence is VFSDGRVAC. The MHC is HLA-A03:01 with pseudo-sequence HLA-A03:01. The binding affinity (normalized) is 0. (8) The binding affinity (normalized) is 0.831. The peptide sequence is VGPPPPTPL. The MHC is Mamu-A01 with pseudo-sequence Mamu-A01. (9) The peptide sequence is ALRSRWRAL. The MHC is HLA-B46:01 with pseudo-sequence HLA-B46:01. The binding affinity (normalized) is 0.0847.